Dataset: Forward reaction prediction with 1.9M reactions from USPTO patents (1976-2016). Task: Predict the product of the given reaction. (1) Given the reactants [Br:1][C:2]1[O:6][C:5]([C:7]2[N:12]=[C:11](Cl)[CH:10]=[C:9]([N:14]3[CH:18]=[CH:17][CH:16]=[N:15]3)[N:8]=2)=[CH:4][CH:3]=1.[OH-].[NH4+:20], predict the reaction product. The product is: [Br:1][C:2]1[O:6][C:5]([C:7]2[N:12]=[C:11]([NH2:20])[CH:10]=[C:9]([N:14]3[CH:18]=[CH:17][CH:16]=[N:15]3)[N:8]=2)=[CH:4][CH:3]=1. (2) Given the reactants [Cl:1][C:2]1[C:7]([Cl:8])=[CH:6][CH:5]=[CH:4][C:3]=1[C:9](=O)[CH3:10].[C:12]([CH2:14][C:15]([O:17][CH2:18][CH3:19])=[O:16])#[N:13].C([O-])(=O)C.[NH4+], predict the reaction product. The product is: [CH2:18]([O:17][C:15](=[O:16])[C:14]([C:12]#[N:13])=[C:9]([C:3]1[CH:4]=[CH:5][CH:6]=[C:7]([Cl:8])[C:2]=1[Cl:1])[CH3:10])[CH3:19]. (3) The product is: [OH:1][CH:2]([C:13]1[CH:18]=[CH:17][CH:16]=[CH:15][CH:14]=1)[CH2:3][O:4][C:5]1[CH:12]=[CH:11][C:8]([CH:9]=[C:23]2[S:19][C:20](=[O:25])[NH:21][C:22]2=[O:24])=[CH:7][CH:6]=1. Given the reactants [OH:1][C@@H:2]([C:13]1[CH:18]=[CH:17][CH:16]=[CH:15][CH:14]=1)[CH2:3][O:4][C:5]1[CH:12]=[CH:11][C:8]([CH:9]=O)=[CH:7][CH:6]=1.[S:19]1[CH2:23][C:22](=[O:24])[NH:21][C:20]1=[O:25].N1CCCCC1, predict the reaction product.